The task is: Predict the reaction yield, written as a fraction of the theoretical maximum amount of product (1.0 means a 100% yield; for example, 0.34 means a 34% yield).. This data is from Reaction yield outcomes from USPTO patents with 853,638 reactions. (1) The reactants are [CH2:1](Br)[C:2]1[CH:7]=[CH:6][CH:5]=[CH:4][CH:3]=1.[CH:9]([C:11]1[CH:16]=[CH:15][C:14](B(O)O)=[CH:13][CH:12]=1)=[O:10].C(=O)([O-])[O-].[K+].[K+].C(O)(=O)CC(CC(O)=O)(C(O)=O)O. The yield is 0.830. The catalyst is O1CCCC1. The product is [CH2:1]([C:14]1[CH:15]=[CH:16][C:11]([CH:9]=[O:10])=[CH:12][CH:13]=1)[C:2]1[CH:7]=[CH:6][CH:5]=[CH:4][CH:3]=1. (2) The reactants are Cl[C:2]1[CH:7]=[C:6]([NH:8][C:9]2[CH:16]=[CH:15][C:14]([F:17])=[CH:13][C:10]=2[C:11]#[N:12])[C:5]([Cl:18])=[CH:4][N:3]=1.[CH3:19][C:20]1[CH:24]=[C:23]([NH2:25])[N:22]([CH:26]([CH3:28])[CH3:27])[N:21]=1.C(=O)([O-])[O-].[Cs+].[Cs+].C1C=CC(P(C2C(OC3C(P(C4C=CC=CC=4)C4C=CC=CC=4)=CC=CC=3)=CC=CC=2)C2C=CC=CC=2)=CC=1. The catalyst is O1CCOCC1.C([O-])(=O)C.[Pd+2].C([O-])(=O)C. The product is [Cl:18][C:5]1[C:6]([NH:8][C:9]2[CH:16]=[CH:15][C:14]([F:17])=[CH:13][C:10]=2[C:11]#[N:12])=[CH:7][C:2]([NH:25][C:23]2[N:22]([CH:26]([CH3:28])[CH3:27])[N:21]=[C:20]([CH3:19])[CH:24]=2)=[N:3][CH:4]=1. The yield is 0.128. (3) The reactants are [CH3:1][C@H:2]1[CH2:7][NH:6][C@@H:5]([CH3:8])[CH2:4][N:3]1[CH2:9][C:10]1[CH:15]=[CH:14][CH:13]=[CH:12][CH:11]=1.C=O.[C:18](O[BH-](OC(=O)C)OC(=O)C)(=O)C.[Na+]. The catalyst is ClCCl. The yield is 0.950. The product is [CH3:18][N:6]1[CH2:7][C@H:2]([CH3:1])[N:3]([CH2:9][C:10]2[CH:15]=[CH:14][CH:13]=[CH:12][CH:11]=2)[CH2:4][C@@H:5]1[CH3:8].